Task: Regression. Given two drug SMILES strings and cell line genomic features, predict the synergy score measuring deviation from expected non-interaction effect.. Dataset: NCI-60 drug combinations with 297,098 pairs across 59 cell lines (1) Drug 1: CC1=C2C(C(=O)C3(C(CC4C(C3C(C(C2(C)C)(CC1OC(=O)C(C(C5=CC=CC=C5)NC(=O)OC(C)(C)C)O)O)OC(=O)C6=CC=CC=C6)(CO4)OC(=O)C)OC)C)OC. Drug 2: CN(CC1=CN=C2C(=N1)C(=NC(=N2)N)N)C3=CC=C(C=C3)C(=O)NC(CCC(=O)O)C(=O)O. Cell line: OVCAR-5. Synergy scores: CSS=53.3, Synergy_ZIP=1.47, Synergy_Bliss=0.479, Synergy_Loewe=-9.14, Synergy_HSA=3.53. (2) Drug 1: C1=CN(C(=O)N=C1N)C2C(C(C(O2)CO)O)O.Cl. Drug 2: C1CN(P(=O)(OC1)NCCCl)CCCl. Cell line: OVCAR-5. Synergy scores: CSS=24.3, Synergy_ZIP=-0.490, Synergy_Bliss=-1.35, Synergy_Loewe=-24.9, Synergy_HSA=-0.377. (3) Drug 1: CC1OCC2C(O1)C(C(C(O2)OC3C4COC(=O)C4C(C5=CC6=C(C=C35)OCO6)C7=CC(=C(C(=C7)OC)O)OC)O)O. Drug 2: CC1C(C(CC(O1)OC2CC(CC3=C2C(=C4C(=C3O)C(=O)C5=C(C4=O)C(=CC=C5)OC)O)(C(=O)CO)O)N)O.Cl. Cell line: NCI/ADR-RES. Synergy scores: CSS=16.4, Synergy_ZIP=-5.27, Synergy_Bliss=-0.933, Synergy_Loewe=-1.39, Synergy_HSA=0.344. (4) Drug 1: C1=CN(C(=O)N=C1N)C2C(C(C(O2)CO)O)O.Cl. Drug 2: CCC1(C2=C(COC1=O)C(=O)N3CC4=CC5=C(C=CC(=C5CN(C)C)O)N=C4C3=C2)O.Cl. Cell line: SF-295. Synergy scores: CSS=19.7, Synergy_ZIP=-4.96, Synergy_Bliss=-3.35, Synergy_Loewe=-22.5, Synergy_HSA=-2.94. (5) Drug 1: C1CC(=O)NC(=O)C1N2CC3=C(C2=O)C=CC=C3N. Drug 2: CNC(=O)C1=NC=CC(=C1)OC2=CC=C(C=C2)NC(=O)NC3=CC(=C(C=C3)Cl)C(F)(F)F. Cell line: SK-MEL-5. Synergy scores: CSS=51.1, Synergy_ZIP=0.0432, Synergy_Bliss=0.0884, Synergy_Loewe=-35.5, Synergy_HSA=-0.390. (6) Drug 1: CC1=C(C(=O)C2=C(C1=O)N3CC4C(C3(C2COC(=O)N)OC)N4)N. Drug 2: C(CN)CNCCSP(=O)(O)O. Cell line: K-562. Synergy scores: CSS=16.8, Synergy_ZIP=-14.1, Synergy_Bliss=-18.4, Synergy_Loewe=-24.2, Synergy_HSA=-23.8. (7) Drug 1: CC1=C(N=C(N=C1N)C(CC(=O)N)NCC(C(=O)N)N)C(=O)NC(C(C2=CN=CN2)OC3C(C(C(C(O3)CO)O)O)OC4C(C(C(C(O4)CO)O)OC(=O)N)O)C(=O)NC(C)C(C(C)C(=O)NC(C(C)O)C(=O)NCCC5=NC(=CS5)C6=NC(=CS6)C(=O)NCCC[S+](C)C)O. Drug 2: CC12CCC3C(C1CCC2OP(=O)(O)O)CCC4=C3C=CC(=C4)OC(=O)N(CCCl)CCCl.[Na+]. Cell line: BT-549. Synergy scores: CSS=15.1, Synergy_ZIP=-9.13, Synergy_Bliss=0.382, Synergy_Loewe=-8.05, Synergy_HSA=1.55. (8) Drug 1: C1=CC(=CC=C1CCC2=CNC3=C2C(=O)NC(=N3)N)C(=O)NC(CCC(=O)O)C(=O)O. Drug 2: CC1CCC2CC(C(=CC=CC=CC(CC(C(=O)C(C(C(=CC(C(=O)CC(OC(=O)C3CCCCN3C(=O)C(=O)C1(O2)O)C(C)CC4CCC(C(C4)OC)O)C)C)O)OC)C)C)C)OC. Cell line: HCT-15. Synergy scores: CSS=43.0, Synergy_ZIP=-9.71, Synergy_Bliss=-10.8, Synergy_Loewe=-4.37, Synergy_HSA=-2.71.